Dataset: TCR-epitope binding with 47,182 pairs between 192 epitopes and 23,139 TCRs. Task: Binary Classification. Given a T-cell receptor sequence (or CDR3 region) and an epitope sequence, predict whether binding occurs between them. (1) The epitope is FVDGVPFVV. The TCR CDR3 sequence is CASSLNWGDPRETQYF. Result: 1 (the TCR binds to the epitope). (2) The epitope is PROT_97E67BCC. The TCR CDR3 sequence is CASSEARRVNQPQHF. Result: 1 (the TCR binds to the epitope). (3) The epitope is ELAGIGILTV. The TCR CDR3 sequence is CASSPGVREDEQYF. Result: 0 (the TCR does not bind to the epitope). (4) The epitope is IQYIDIGNY. The TCR CDR3 sequence is CASSLGPVREQYF. Result: 1 (the TCR binds to the epitope). (5) The epitope is FADDLNQLTGY. The TCR CDR3 sequence is CASSLAGGRTGDYGYTF. Result: 0 (the TCR does not bind to the epitope). (6) The epitope is YLDAYNMMI. The TCR CDR3 sequence is CASSPGPAGVSYNEQFF. Result: 1 (the TCR binds to the epitope).